From a dataset of Full USPTO retrosynthesis dataset with 1.9M reactions from patents (1976-2016). Predict the reactants needed to synthesize the given product. Given the product [NH2:1][C:2]1[C:7]([C:8]#[N:9])=[C:6]([C:10]2[CH:11]=[CH:12][C:13]([O:16][CH2:17][CH2:18][OH:19])=[CH:14][CH:15]=2)[C:5]([C:20]#[N:21])=[C:4]([S:22][CH2:29][C:30]2[N:31]=[C:32]([CH3:23])[S:33][CH:34]=2)[N:3]=1, predict the reactants needed to synthesize it. The reactants are: [NH2:1][C:2]1[C:7]([C:8]#[N:9])=[C:6]([C:10]2[CH:15]=[CH:14][C:13]([O:16][CH2:17][CH2:18][OH:19])=[CH:12][CH:11]=2)[C:5]([C:20]#[N:21])=[C:4]([SH:22])[N:3]=1.[C:23](=O)(O)[O-].[Na+].Cl.[CH3:29][C:30]1[N:31]=[C:32](Cl)[S:33][CH:34]=1.